This data is from Peptide-MHC class II binding affinity with 134,281 pairs from IEDB. The task is: Regression. Given a peptide amino acid sequence and an MHC pseudo amino acid sequence, predict their binding affinity value. This is MHC class II binding data. (1) The peptide sequence is LTPVTMAEVRLAAMFKK. The MHC is DRB3_0301 with pseudo-sequence DRB3_0301. The binding affinity (normalized) is 0.361. (2) The peptide sequence is NFRFLTEKGMKNVFD. The MHC is HLA-DPA10103-DPB10301 with pseudo-sequence HLA-DPA10103-DPB10301. The binding affinity (normalized) is 0.393.